This data is from Catalyst prediction with 721,799 reactions and 888 catalyst types from USPTO. The task is: Predict which catalyst facilitates the given reaction. (1) The catalyst class is: 7. Product: [C:1]([O:5][C:6]([NH:8][CH2:9][C@H:10]1[CH2:11][CH2:12][C@H:13]([C:16]([NH:18][C@H:19]([C:38](=[O:53])[NH:39][C:40]2[CH:52]=[CH:51][C:43]3[NH:44][C:45]([C:47]([F:49])([F:48])[F:50])=[N:46][C:42]=3[CH:41]=2)[CH2:20][C:21]2[CH:22]=[CH:23][C:24]([C:27]3[CH:32]=[CH:31][C:30]([C:33]([OH:35])=[O:34])=[CH:29][C:28]=3[CH3:37])=[CH:25][CH:26]=2)=[O:17])[CH2:14][CH2:15]1)=[O:7])([CH3:4])([CH3:2])[CH3:3]. Reactant: [C:1]([O:5][C:6]([NH:8][CH2:9][C@H:10]1[CH2:15][CH2:14][C@H:13]([C:16]([NH:18][C@H:19]([C:38](=[O:53])[NH:39][C:40]2[CH:52]=[CH:51][C:43]3[NH:44][C:45]([C:47]([F:50])([F:49])[F:48])=[N:46][C:42]=3[CH:41]=2)[CH2:20][C:21]2[CH:26]=[CH:25][C:24]([C:27]3[CH:32]=[CH:31][C:30]([C:33]([O:35]C)=[O:34])=[CH:29][C:28]=3[CH3:37])=[CH:23][CH:22]=2)=[O:17])[CH2:12][CH2:11]1)=[O:7])([CH3:4])([CH3:3])[CH3:2].[OH-].[Li+].C(O)(=O)C.C(#N)C. (2) Reactant: Cl.[Br:2][C:3]1[CH:4]=[C:5]([NH:9]N)[CH:6]=[CH:7][CH:8]=1.C(O)(=O)C.[CH3:15][CH:16]1[CH2:21][C:20](=O)[CH2:19][CH2:18][NH:17]1.C(N(CC)CC)C.[C:30](O[C:30]([O:32][C:33]([CH3:36])([CH3:35])[CH3:34])=[O:31])([O:32][C:33]([CH3:36])([CH3:35])[CH3:34])=[O:31]. Product: [Br:2][C:3]1[CH:8]=[CH:7][C:6]2[C:19]3[CH2:18][N:17]([C:30]([O:32][C:33]([CH3:36])([CH3:35])[CH3:34])=[O:31])[CH:16]([CH3:15])[CH2:21][C:20]=3[NH:9][C:5]=2[CH:4]=1. The catalyst class is: 502. (3) The catalyst class is: 1. Reactant: [CH:1]1([NH:5][CH2:6]/[CH:7]=[CH:8]/[C:9]([O:11][CH3:12])=[O:10])[CH2:4][CH2:3][CH2:2]1.C=O.[BH-](OC(C)=O)(OC(C)=O)O[C:17](C)=O.[Na+]. Product: [CH:1]1([N:5]([CH3:17])[CH2:6]/[CH:7]=[CH:8]/[C:9]([O:11][CH3:12])=[O:10])[CH2:2][CH2:3][CH2:4]1. (4) Reactant: [CH3:1][O:2][C:3]1[CH:8]=[CH:7][C:6]([C:9](=[O:17])[CH2:10][C:11]2[CH:12]=[N:13][CH:14]=[CH:15][CH:16]=2)=[CH:5][CH:4]=1.[Br:18]Br.O. Product: [BrH:18].[Br:18][CH:10]([C:11]1[CH:12]=[N:13][CH:14]=[CH:15][CH:16]=1)[C:9]([C:6]1[CH:5]=[CH:4][C:3]([O:2][CH3:1])=[CH:8][CH:7]=1)=[O:17]. The catalyst class is: 15. (5) Reactant: C[Si](Cl)(C)C.[I-].[K+].C[O:9][C:10]1[C:18]([C:19]([F:22])([F:21])[F:20])=[CH:17][C:13]([C:14]([OH:16])=[O:15])=[CH:12][N:11]=1. Product: [OH:9][C:10]1[C:18]([C:19]([F:21])([F:20])[F:22])=[CH:17][C:13]([C:14]([OH:16])=[O:15])=[CH:12][N:11]=1. The catalyst class is: 23. (6) Reactant: [CH3:1][C:2]1[O:6][N:5]=[CH:4][C:3]=1[C:7]1[N:11]([C:12]2[CH:17]=[CH:16][C:15]([O:18]C)=[CH:14][CH:13]=2)[C:10]2[CH:20]=[CH:21][CH:22]=[CH:23][C:9]=2[N:8]=1.B(Br)(Br)Br. Product: [CH3:1][C:2]1[O:6][N:5]=[CH:4][C:3]=1[C:7]1[N:11]([C:12]2[CH:13]=[CH:14][C:15]([OH:18])=[CH:16][CH:17]=2)[C:10]2[CH:20]=[CH:21][CH:22]=[CH:23][C:9]=2[N:8]=1. The catalyst class is: 2.